From a dataset of Peptide-MHC class I binding affinity with 185,985 pairs from IEDB/IMGT. Regression. Given a peptide amino acid sequence and an MHC pseudo amino acid sequence, predict their binding affinity value. This is MHC class I binding data. The peptide sequence is SARTNCLAV. The MHC is HLA-A03:01 with pseudo-sequence HLA-A03:01. The binding affinity (normalized) is 0.0847.